Binary Classification. Given a miRNA mature sequence and a target amino acid sequence, predict their likelihood of interaction. From a dataset of Experimentally validated miRNA-target interactions with 360,000+ pairs, plus equal number of negative samples. (1) The miRNA is hsa-miR-4803 with sequence UAACAUAAUAGUGUGGAUUGA. The protein sequence of the target gene is MLAAAFADSNSSSMNVSFAHLHFAGGYLPSDSQDWRTIIPALLVAVCLVGFVGNLCVIGILLHNAWKGKPSMIHSLILNLSLADLSLLLFSAPIRATAYSKSVWDLGWFVCKSSDWFIHTCMAAKSLTIVVVAKVCFMYASDPAKQVSIHNYTIWSVLVAIWTVASLLPLPEWFFSTIRHHEGVEMCLVDVPAVAEEFMSMFGKLYPLLAFGLPLFFASFYFWRAYDQCKKRGTKTQNLRNQIRSKQVTVMLLSIAIISALLWLPEWVAWLWVWHLKAAGPAPPQGFIALSQVLMFSISS.... Result: 1 (interaction). (2) The miRNA is hsa-miR-455-3p with sequence GCAGUCCAUGGGCAUAUACAC. The protein sequence of the target gene is MLLWSLLVIFDAVTEQADSLTLVAPSSVFEGDSIVLKCQGEQNWKIQKMAYHKDNKELSVFKKFSDFLIQSAVLSDSGNYFCSTKGQLFLWDKTSNIVKIKVQELFQRPVLTASSFQPIEGGPVSLKCETRLSPQRLDVQLQFCFFRENQVLGSGWSSSPELQISAVWSEDTGSYWCKAETVTHRIRKQSLQSQIHVQRIPISNVSLEIRAPGGQVTEGQKLILLCSVAGGTGNVTFSWYREATGTSMGKKTQRSLSAELEIPAVKESDAGKYYCRADNGHVPIQSKVVNIPVRIPVSRP.... Result: 1 (interaction). (3) The protein sequence of the target gene is MWWFQQGLSFLPSALVIWTFATFIFSYITAITLHHVDPALPYISDTGTIPPERCLFGVMLNIAAVLGIATMYVRYKQVHALNPEENLIIKLNKAGLVLGILSCLGLSLVANFQKSTLFIVHVCGAVLAFSMGSFYMFVQTILSYQMQPKIHSKQVFWVRLLLVIWCGVSALSMMTCSSILYSSDFGPDVVQKLHWNPEDKGYVLHLVTTAAEWSMSFSFFGFFLTYIRDFQKITLRVEANLHGLTLYDTVPCPVNNERTPLLSRDFQ. The miRNA is hsa-miR-15a-3p with sequence CAGGCCAUAUUGUGCUGCCUCA. Result: 0 (no interaction). (4) The miRNA is hsa-miR-1231 with sequence GUGUCUGGGCGGACAGCUGC. The protein sequence of the target gene is MATKDPTAVERANLLNMAKLSIKGLIESALSFGRTLDSDYPPLQQFFVVMEHCLKHGLKVRKSFLSYNKTIWGPLELVEKLYPEAEEIGASVRDLPGLKTPLGRARAWLRLALMQKKMADYLRCLIIQRDLLSEFYEYHALMMEEEGAVIVGLLVGLNVIDANLCVKGEDLDSQVGVIDFSMYLKNEEDIGNKERNVQIAAILDQKNYVEELNRQLNSTVSSLHSRVDSLEKSNTKLIEELAIAKNNIIKLQEENHQLRSENKLILMKTQQHLEVTKVDVETELQTYKHSRQGLDEMYNE.... Result: 1 (interaction). (5) The miRNA is hsa-miR-4669 with sequence UGUGUCCGGGAAGUGGAGGAGG. The protein sequence of the target gene is MATMIPPVKLKWLEHLNSSWITEDSESIATREGVAVLYSKLVSNKEVVPLPQQVLCLKGPQLPDFERESLSSDEQDHYLDALLSSQLALAKMVCSDSPFAGALRKRLLVLQRVFYALSNKYHDKGKVKQQQHSPESSSGSADVHSVSERPRSSTDALIEMGVRTGLSLLFALLRQSWMMPVSGPGLSLCNDVIHTAIEVVSSLPPLSLANESKIPPMGLDCLSQVTTFLKGVTIPNSGADTLGRRLASELLLGLAAQRGSLRYLLEWIEMALGASAVVHTMEKGKLLSSQEGMISFDCFM.... Result: 0 (no interaction).